This data is from Reaction yield outcomes from USPTO patents with 853,638 reactions. The task is: Predict the reaction yield, written as a fraction of the theoretical maximum amount of product (1.0 means a 100% yield; for example, 0.34 means a 34% yield). (1) The reactants are Cl.[F:2][C:3]1[CH:4]=[C:5]([CH:25]=[CH:26][C:27]=1[OH:28])[NH:6][C:7]1[C:16]2[C:11](=[CH:12][CH:13]=[CH:14][C:15]=2[O:17][CH:18]2[CH2:23][CH2:22][N:21]([CH3:24])[CH2:20][CH2:19]2)[N:10]=[CH:9][N:8]=1.[CH2:29](Cl)[C:30]1[CH:35]=[CH:34][CH:33]=[CH:32][CH:31]=1. No catalyst specified. The product is [CH2:29]([O:28][C:27]1[CH:26]=[CH:25][C:5]([NH:6][C:7]2[C:16]3[C:11](=[CH:12][CH:13]=[CH:14][C:15]=3[O:17][CH:18]3[CH2:23][CH2:22][N:21]([CH3:24])[CH2:20][CH2:19]3)[N:10]=[CH:9][N:8]=2)=[CH:4][C:3]=1[F:2])[C:30]1[CH:35]=[CH:34][CH:33]=[CH:32][CH:31]=1. The yield is 0.220. (2) The reactants are [C:1](=[O:4])([O-])[O-].[Cs+].[Cs+].[N:7]1[CH:12]=[C:11](B(O)O)[CH:10]=[N:9][CH:8]=1.Br[C:17]1[CH:26]=[C:25]2[C:20](C(=O)[N:22]([C:27]3[CH:28]=[C:29]([NH:34][C:35](=[O:47])[C:36]4[CH:41]=[CH:40][CH:39]=[C:38]([C:42]([C:45]#[N:46])([CH3:44])[CH3:43])[CH:37]=4)[CH:30]=[CH:31][C:32]=3[CH3:33])[CH:23]=[N:24]2)=[CH:19][CH:18]=1. The catalyst is C1C=CC([P]([Pd]([P](C2C=CC=CC=2)(C2C=CC=CC=2)C2C=CC=CC=2)([P](C2C=CC=CC=2)(C2C=CC=CC=2)C2C=CC=CC=2)[P](C2C=CC=CC=2)(C2C=CC=CC=2)C2C=CC=CC=2)(C2C=CC=CC=2)C2C=CC=CC=2)=CC=1. The product is [C:45]([C:42]([C:38]1[CH:37]=[C:36]([CH:41]=[CH:40][CH:39]=1)[C:35]([NH:34][C:29]1[CH:30]=[CH:31][C:32]([CH3:33])=[C:27]([N:22]2[C:1](=[O:4])[C:26]3[C:25](=[CH:20][C:19]([C:11]4[CH:12]=[N:7][CH:8]=[N:9][CH:10]=4)=[CH:18][CH:17]=3)[N:24]=[CH:23]2)[CH:28]=1)=[O:47])([CH3:43])[CH3:44])#[N:46]. The yield is 0.200. (3) The catalyst is N1C=CC=CC=1. The reactants are [Se](=O)=[O:2].[CH3:4][C:5]1[N:6]=[CH:7][C:8]([C:11]2[N:15]([C:16]3[CH:17]=[N:18][CH:19]=[CH:20][CH:21]=3)[N:14]=[C:13]([C:22]([O:24][CH2:25][CH3:26])=[O:23])[CH:12]=2)=[N:9][CH:10]=1.[OH2:27].C(Cl)(Cl)Cl. The product is [C:4]([C:5]1[N:6]=[CH:7][C:8]([C:11]2[N:15]([C:16]3[CH:17]=[N:18][CH:19]=[CH:20][CH:21]=3)[N:14]=[C:13]([C:22]([O:24][CH2:25][CH3:26])=[O:23])[CH:12]=2)=[N:9][CH:10]=1)([OH:2])=[O:27]. The yield is 0.900. (4) The reactants are C1(P(=O)(C2C=CC=CC=2)C2C=CC=CC=2)C=CC=CC=1.FC(F)(F)S(OS(C(F)(F)F)(=O)=O)(=O)=O.C([S:43][CH:44]([CH2:77][N:78]1[CH2:83][CH2:82][S:81][CH2:80][CH2:79]1)[CH2:45][NH:46][C:47]([C:49]1[NH:50][C:51]2[C:56]([CH:57]=1)=[CH:55][C:54]([O:58][CH2:59][CH2:60][CH2:61][S:62]([CH3:65])(=[O:64])=[O:63])=[CH:53][C:52]=2[N:66]([CH3:76])[S:67]([C:70]1[CH:75]=[CH:74][CH:73]=[CH:72][N:71]=1)(=[O:69])=[O:68])=O)C1C=CC=CC=1.C1(SC)C=CC=CC=1. The catalyst is ClCCl.C(OCC)(=O)C. The product is [CH3:76][N:66]([C:52]1[CH:53]=[C:54]([O:58][CH2:59][CH2:60][CH2:61][S:62]([CH3:65])(=[O:63])=[O:64])[CH:55]=[C:56]2[C:51]=1[NH:50][C:49]([C:47]1[S:43][CH:44]([CH2:77][N:78]3[CH2:83][CH2:82][S:81][CH2:80][CH2:79]3)[CH2:45][N:46]=1)=[CH:57]2)[S:67]([C:70]1[CH:75]=[CH:74][CH:73]=[CH:72][N:71]=1)(=[O:68])=[O:69]. The yield is 0.540. (5) The reactants are [OH-].[Li+].[OH:3][CH2:4][C:5]([N:7]1[CH2:12][CH2:11][CH:10]([C@H:13]([NH:15][C:16]2[N:21]=[C:20]([C:22]3[C:30]4[C:25](=[N:26][CH:27]=[C:28]([C:31]([F:34])([F:33])[F:32])[CH:29]=4)[N:24](S(C4C=CC(C)=CC=4)(=O)=O)[CH:23]=3)[C:19]([C:45]#[N:46])=[CH:18][N:17]=2)[CH3:14])[CH2:9][CH2:8]1)=[O:6]. The catalyst is O1CCCC1. The product is [OH:3][CH2:4][C:5]([N:7]1[CH2:12][CH2:11][CH:10]([C@H:13]([NH:15][C:16]2[N:21]=[C:20]([C:22]3[C:30]4[C:25](=[N:26][CH:27]=[C:28]([C:31]([F:33])([F:34])[F:32])[CH:29]=4)[NH:24][CH:23]=3)[C:19]([C:45]#[N:46])=[CH:18][N:17]=2)[CH3:14])[CH2:9][CH2:8]1)=[O:6]. The yield is 0.500. (6) The catalyst is C(OCC)(=O)CC. The yield is 0.300. The reactants are [CH3:1][N:2]1[CH:6]=[CH:5][N:4]=[C:3]1[CH:7]=O.[F:9][C:10]1[CH:20]=[CH:19][C:18](/[CH:21]=[N:22]/[C:23]2[CH:31]=[CH:30][CH:29]=[C:28]3[C:24]=2[CH2:25][O:26][C:27]3=[O:32])=[CH:17][C:11]=1[C:12]([N:14]([CH3:16])[CH3:15])=[O:13].[O-:33][CH2:34]C.[Na+].[CH2:37](O)C. The product is [CH3:16][N:14]([CH3:15])[C:12]([C:11]1[CH:17]=[C:18]([CH:21]2[CH:7]([C:3]3[N:2]([CH3:1])[CH:6]=[CH:5][N:4]=3)[C:34](=[O:33])[C:24]3[C:28]([C:27]([O:26][CH2:25][CH3:37])=[O:32])=[CH:29][CH:30]=[CH:31][C:23]=3[NH:22]2)[CH:19]=[CH:20][C:10]=1[F:9])=[O:13]. (7) The yield is 0.540. The catalyst is CCO.[Cl-].[Na+].O.[OH-].[OH-].[Pd+2]. The reactants are C([N:8]([CH2:18][C:19]1C=CC=CC=1)[CH2:9][C:10]([F:17])([F:16])[C:11]([O:13][CH2:14][CH3:15])=[O:12])C1C=CC=CC=1.F[C:26](F)(F)C(O)=O.CC(C)=O.C([O-])(=O)C.[Na+].[BH-](OC(C)=O)(OC(C)=O)OC(C)=O.[Na+].[OH-].[Na+]. The product is [F:17][C:10]([F:16])([CH2:9][NH:8][CH:18]([CH3:19])[CH3:26])[C:11]([O:13][CH2:14][CH3:15])=[O:12].